Task: Token-level Classification. Given an antigen amino acid sequence, predict which amino acid positions are active epitope sites capable of antibody binding. Output is a list of indices for active positions.. Dataset: B-cell epitopes from IEDB database with 3,159 antigens for binding position prediction (1) Given the antigen sequence: MSFVPGQENAGSRSSSGNRAGNGILKKTTWADQTERGLNNQNRGRKNQPKQTATTQPNSGSVVPHYSWFSGITQFQKGKEFQFAQGQGVPIANGIPASQQKGYWYRHNRRSFKTPDGQQKQLLPRWYFYYLGTGPYAGAEYGDDIEGVVWVASQQAETRTSADIVERDPSSHEAIPTRFAPGTVLPQGFYVEGSGRSAPASRSGSRPQSRGPNNRARSSSNQRQPASTVKPDMAEEIAALVLAKLGKDAGQPKQVTKQSAKEVRQKILNKPRQKRTPNKQCPVQQCFGKRGPNQNFGGPEMLKLGTSDPQFPILAELAPTAGAFFFGSKLELVKKNSGGADGPTKDVYELQYSGAVRFDSTLPGFETIMKVLNENLNAYQNQDGGADVVSPKPQRKRGTKQKAQKDEVDNVSVAKPKSSVQRNVSRELTPEDRSLLAQILDDGVVPDGLEDDSNV, which amino acid positions are active epitope sites? The epitope positions are: [230, 231, 232, 233, 234, 235, 236, 237, 238, 239, 240, 241, 242, 243, 244, 245, 246, 247, 248]. The amino acids at these positions are: PDMAEEIAALVLAKLGKDA. (2) Given the antigen sequence: MKTISRQAYADMFGPTTGDRLRLADTELFLEIEKDFTTYGEEVKFGGGKVIRDGMGQSQVVSAECVDVLITNAIILDYWGIVKADIGIKDGRIVGIGKAGNPDVQPNVDIVIGPGTEVVAGEGKIVTAGGIDTHIHFICPQQAQEGLVSGVTTFIGGGTGPVAGTNATTVTPGIWNMYRMLEAVDELPINVGLFGKGCVSQPEAIREQITAGAIGLKIHEDWGATPMAIHNCLNVADEMDVQVAIHSDTLNEGGFYEETVKAIAGRVIHVFHTEGAGGGHAPDVIKSVGEPNILPASTNPTMPYTINTVDEHLDMLMVCHHLDPSIPEDVAFAESRIRRETIAAEDILHDMGAISVMSSDSQAMGRVGEVILRTWQCAHKMKLQRGTLAGDSADNDNNRIKRYIAKYTINPALAHGIAHTVGSIEKGKLADIVLWDPAFFGVKPALIIKGGMVAYAPMGDINAAIPTPQPVHYRPMYACLGKAKYQTSMIFMSKAGIEAG..., which amino acid positions are active epitope sites? The epitope positions are: [331, 332, 333, 334, 335, 336, 337, 338, 339, 340, 341, 342, 343, 344, 345]. The amino acids at these positions are: FAESRIRRETIAAED. (3) Given the antigen sequence: MKGKNRSLFVLLVLLLLHKVNNVLLERTIETLLECKNEYVKGENGYKLAKGHHCVEEDNLERWLQGTNERRSEENIKYKYGVTELKIKYAQMNGKRSSRILKESIYGAHNFGGNSYMEGKDGGDKTGEEKDGEHKTDSKTDNGKGANNLVMLDYETSSNGQPAGTLDNVLEFVTGHEGNSRKNSSNGGNPYDIDHKKTISSAIINHAFLQNTVMKNCNYKRKRRERDWDCNTKKDVCIPDRRYQLCMKELTNLVNNTDTNFHRDITFRKLYLKRKLIYDAAVEGDLLLKLNNYRYNKDFCKDIRWSLGDFGDIIMGTDMEGIGYSKVVENNLRSIFGTDEKAQQRRKQWWNESKAQIWTAMMYSVKKRLKGNFIWICKLNVAVNIEPQIYRWIREWGRDYVSELPTEVQKLKEKCDGKINYTDKKVCKVPPCQNACKSYDQWITRKKNQWDVLSNKFISVKNAEKVQTAGIVTPYDILKQELDEFNEVAFENEINKRDGA..., which amino acid positions are active epitope sites? The epitope positions are: [318, 319, 320, 321, 322, 323, 324, 325, 326, 327, 328, 329, 330, 331]. The amino acids at these positions are: MEGIGYSKVVENNL. (4) The epitope positions are: [168, 169, 170, 171, 172, 173, 174, 175, 176, 177, 178, 179, 180, 181, 182]. The amino acids at these positions are: PLTGMTKDVQQKLID. Given the antigen sequence: MADAAVIEKLEEGFKKLEAATDCKSLLKKYLTKSVFDQLKGKKTSLGATLLDVIQSGVENLDSGVGVYAPDAEAYTLFAPLFDPIIEDYHKGFKQTDKHPNKDFGDVNQFVNVDPDGKFVISTRVRCGRSMEGYPFNPCLTEAQYKEMESKVSSTLSNLEGELKGTYYPLTGMTKDVQQKLIDDHFLFKEGDRFLQAANACRYWPTGRGIYHNDNKTFLVWCNEEDHLRIISMQMGGDLGQVYRRLVSAVNEIEKRVPFSHHDRLGFLTFCPTNLGTTVRASVHIKLPKLAANREKLEEVAGKYSLQVRGTRGEHTEAEGGVYDISNKRRMGLTEFQAVKEMQDGILELIKIEKEMQ, which amino acid positions are active epitope sites? (5) Given the antigen sequence: MTTCRLLCALLALALCCCLSACTTANGGSTISTPPSGTDKKTAAGEAPSPSGASSGEAEASSNKNDGSLSSSAWVFAPLALAASALAYTALG, which amino acid positions are active epitope sites? The epitope positions are: [36, 37, 38, 39, 40, 41, 42, 43, 44, 45, 46, 47, 48, 49, 50, 51]. The amino acids at these positions are: GTDKKTAAGEAPSPSG.